From a dataset of Forward reaction prediction with 1.9M reactions from USPTO patents (1976-2016). Predict the product of the given reaction. Given the reactants [F:1][C:2]1[CH:7]=[C:6]([C:8]2[CH:9]=[C:10]3[C:16]([C:17]4[CH:18]=[N:19][N:20]([CH2:22][CH2:23][C:24]5[CH:29]=[CH:28][CH:27]=[CH:26][CH:25]=5)[CH:21]=4)=[CH:15][N:14]([S:30]([C:33]4[CH:39]=[CH:38][C:36]([CH3:37])=[CH:35][CH:34]=4)(=[O:32])=[O:31])[C:11]3=[N:12][CH:13]=2)[CH:5]=[CH:4][C:3]=1[C:40]1[CH2:45][CH2:44][N:43]([C:46]([O:48][C:49]([CH3:52])([CH3:51])[CH3:50])=[O:47])[CH2:42][CH:41]=1, predict the reaction product. The product is: [F:1][C:2]1[CH:7]=[C:6]([C:8]2[CH:9]=[C:10]3[C:16]([C:17]4[CH:18]=[N:19][N:20]([CH2:22][CH2:23][C:24]5[CH:25]=[CH:26][CH:27]=[CH:28][CH:29]=5)[CH:21]=4)=[CH:15][N:14]([S:30]([C:33]4[CH:39]=[CH:38][C:36]([CH3:37])=[CH:35][CH:34]=4)(=[O:31])=[O:32])[C:11]3=[N:12][CH:13]=2)[CH:5]=[CH:4][C:3]=1[CH:40]1[CH2:41][CH2:42][N:43]([C:46]([O:48][C:49]([CH3:52])([CH3:51])[CH3:50])=[O:47])[CH2:44][CH2:45]1.